This data is from Full USPTO retrosynthesis dataset with 1.9M reactions from patents (1976-2016). The task is: Predict the reactants needed to synthesize the given product. (1) Given the product [CH3:20][N:19]([CH3:21])[C:9]1[S:10][C@H:11]2[O:12][C@H:13]([CH2:14][OH:15])[C@@H:5]([OH:4])[C@H:6]([OH:22])[C@H:7]2[N:8]=1, predict the reactants needed to synthesize it. The reactants are: C([O:4][C@@H:5]1[C@@H:13]([CH2:14][O:15]C(=O)C)[O:12][C@H:11]2[C@H:7]([N:8]=[C:9]([N:19]([CH3:21])[CH3:20])[S:10]2)[C@H:6]1[O:22]C(=O)C)(=O)C.C(=O)([O-])[O-].[K+].[K+]. (2) The reactants are: [CH3:1][O:2][C:3](=[O:18])[CH:4]([C:11]1[CH:16]=[CH:15][C:14](I)=[CH:13][CH:12]=1)[CH2:5][CH:6]1[CH2:10][CH2:9][CH2:8][CH2:7]1.[CH2:19]([OH:22])[C:20]#[CH:21]. Given the product [CH3:1][O:2][C:3](=[O:18])[CH:4]([C:11]1[CH:16]=[CH:15][C:14]([C:21]#[C:20][CH2:19][OH:22])=[CH:13][CH:12]=1)[CH2:5][CH:6]1[CH2:10][CH2:9][CH2:8][CH2:7]1, predict the reactants needed to synthesize it. (3) Given the product [N:1]1([C:5]([C:7]2[N:8]=[CH:9][C:10]([O:13][C:14]3[CH:15]=[C:16]([CH:20]=[C:21]([O:23][C@@H:24]([CH3:28])[CH2:25][O:26][CH3:27])[CH:22]=3)[C:17]([NH:36][C:33]3[CH:32]=[N:31][C:30]([CH3:29])=[CH:35][N:34]=3)=[O:19])=[N:11][CH:12]=2)=[O:6])[CH2:4][CH2:3][CH2:2]1, predict the reactants needed to synthesize it. The reactants are: [N:1]1([C:5]([C:7]2[N:8]=[CH:9][C:10]([O:13][C:14]3[CH:15]=[C:16]([CH:20]=[C:21]([O:23][C@@H:24]([CH3:28])[CH2:25][O:26][CH3:27])[CH:22]=3)[C:17]([OH:19])=O)=[N:11][CH:12]=2)=[O:6])[CH2:4][CH2:3][CH2:2]1.[CH3:29][C:30]1[N:31]=[CH:32][C:33]([NH2:36])=[N:34][CH:35]=1.CC1CCCO1.CN1CCOCC1.C(P1(=O)OP(=O)(CCC)OP(=O)(CCC)O1)CC. (4) Given the product [CH3:13][C:9]([CH3:14])([CH2:10][CH2:11][CH3:12])[CH2:8][C:5]1[CH:6]=[CH:7][C:2]([CH:42]=[O:43])=[CH:3][CH:4]=1, predict the reactants needed to synthesize it. The reactants are: Br[C:2]1[CH:7]=[CH:6][C:5]([CH2:8][C:9]([CH3:14])([CH3:13])[CH2:10][CH2:11][CH3:12])=[CH:4][CH:3]=1.BrC1C=CC(C(C)(C)CCCC)=CC=1.C([Li])CCC.CCCCCC.CN(C)[CH:42]=[O:43]. (5) Given the product [CH2:13]([N:20]1[CH:28]=[C:27]2[C:22]([CH:23]=[CH:24][C:25]([O:29][C:2]3[N:3]=[C:4]([OH:12])[C:5]4[CH:11]=[CH:10][N:9]=[CH:8][C:6]=4[N:7]=3)=[CH:26]2)=[N:21]1)[C:14]1[CH:15]=[CH:16][CH:17]=[CH:18][CH:19]=1, predict the reactants needed to synthesize it. The reactants are: Cl[C:2]1[N:3]=[C:4]([OH:12])[C:5]2[CH:11]=[CH:10][N:9]=[CH:8][C:6]=2[N:7]=1.[CH2:13]([N:20]1[CH:28]=[C:27]2[C:22]([CH:23]=[CH:24][C:25]([OH:29])=[CH:26]2)=[N:21]1)[C:14]1[CH:19]=[CH:18][CH:17]=[CH:16][CH:15]=1. (6) Given the product [C:1]([O:5][C:6](=[O:21])[CH2:7][C:8]1([CH2:17][NH2:18])[CH2:14][CH:13]2[CH:9]1[CH:10]=[C:11]([CH2:15][CH3:16])[CH2:12]2)([CH3:3])([CH3:2])[CH3:4], predict the reactants needed to synthesize it. The reactants are: [C:1]([O:5][C:6](=[O:21])[CH2:7][C:8]1([CH2:17][N+:18]([O-])=O)[CH2:14][CH:13]2[CH:9]1[CH:10]=[C:11]([CH2:15][CH3:16])[CH2:12]2)([CH3:4])([CH3:3])[CH3:2].[H][H]. (7) Given the product [O:1]1[C:5]2[CH:6]=[CH:7][C:8]([S:10]([N:13]([CH2:50][CH:51]([CH3:53])[CH3:52])[CH2:14][C@@H:15]([OH:49])[C@@H:16]([NH:37][C:38](=[O:48])[O:39][C@@H:40]3[C@H:47]4[C@H:43]([O:44][CH2:45][CH2:46]4)[O:42][CH2:41]3)[CH2:17][C:18]3[CH:23]=[CH:22][C:21]([O:24][CH2:25][CH2:26][CH2:27][CH2:28][OH:29])=[CH:20][CH:19]=3)(=[O:12])=[O:11])=[CH:9][C:4]=2[O:3][CH2:2]1, predict the reactants needed to synthesize it. The reactants are: [O:1]1[C:5]2[CH:6]=[CH:7][C:8]([S:10]([N:13]([CH2:50][CH:51]([CH3:53])[CH3:52])[CH2:14][C@@H:15]([OH:49])[C@@H:16]([NH:37][C:38](=[O:48])[O:39][C@@H:40]3[C@H:47]4[C@H:43]([O:44][CH2:45][CH2:46]4)[O:42][CH2:41]3)[CH2:17][C:18]3[CH:23]=[CH:22][C:21]([O:24][CH2:25][CH2:26][CH2:27][CH2:28][O:29][Si](C(C)(C)C)(C)C)=[CH:20][CH:19]=3)(=[O:12])=[O:11])=[CH:9][C:4]=2[O:3][CH2:2]1.[F-].C([N+](CCCC)(CCCC)CCCC)CCC.O1CCCC1.C(O)(=O)C.